This data is from Catalyst prediction with 721,799 reactions and 888 catalyst types from USPTO. The task is: Predict which catalyst facilitates the given reaction. (1) Reactant: [Br:1][C:2]1[CH:7]=[CH:6][C:5]([CH2:8][C:9]([OH:11])=O)=[CH:4][CH:3]=1.C1CC[CH:21]([N:20]=C=[N:20][CH:21]2[CH2:26][CH2:25]CCC2)[CH2:26][CH2:25]1.C1(N)CC1. Product: [Br:1][C:2]1[CH:3]=[CH:4][C:5]([CH2:8][C:9]([NH:20][CH:21]2[CH2:26][CH2:25]2)=[O:11])=[CH:6][CH:7]=1. The catalyst class is: 4. (2) Reactant: O1CCOCC1.[Br:7][C:8]1[CH:20]=[CH:19][C:11]2[CH:12]=[C:13]([C:15]([O:17]C)=[O:16])[S:14][C:10]=2[CH:9]=1.O[Li].O.OS([O-])(=O)=O.[Na+]. Product: [Br:7][C:8]1[CH:20]=[CH:19][C:11]2[CH:12]=[C:13]([C:15]([OH:17])=[O:16])[S:14][C:10]=2[CH:9]=1. The catalyst class is: 6. (3) Reactant: [CH3:1][Mg]Br.[CH3:4][C:5]([CH3:36])([CH3:35])[CH2:6][C:7]1[N:8]=[C:9]([C:18](=[O:34])[CH2:19][C:20]2[CH:25]=[CH:24][C:23]([C:26]3[CH:31]=[CH:30][C:29]([F:32])=[CH:28][N:27]=3)=[CH:22][C:21]=2[F:33])[N:10]([S:12]([N:15]([CH3:17])[CH3:16])(=[O:14])=[O:13])[CH:11]=1. Product: [CH3:4][C:5]([CH3:36])([CH3:35])[CH2:6][C:7]1[N:8]=[C:9]([C:18]([OH:34])([CH3:1])[CH2:19][C:20]2[CH:25]=[CH:24][C:23]([C:26]3[CH:31]=[CH:30][C:29]([F:32])=[CH:28][N:27]=3)=[CH:22][C:21]=2[F:33])[N:10]([S:12]([N:15]([CH3:17])[CH3:16])(=[O:14])=[O:13])[CH:11]=1. The catalyst class is: 7. (4) Reactant: [C:1]([C:5]1[CH:6]=[C:7]([C:19](=[O:21])[CH3:20])[CH:8]=[C:9]([N:13]2[CH2:18][CH2:17][O:16][CH2:15][CH2:14]2)[C:10]=1[O:11][CH3:12])([CH3:4])([CH3:3])[CH3:2].[Cl:22]N1C(=O)CCC1=O.CCOCC. Product: [Cl:22][CH2:20][C:19]([C:7]1[CH:8]=[C:9]([N:13]2[CH2:14][CH2:15][O:16][CH2:17][CH2:18]2)[C:10]([O:11][CH3:12])=[C:5]([C:1]([CH3:4])([CH3:2])[CH3:3])[CH:6]=1)=[O:21]. The catalyst class is: 571.